Dataset: Catalyst prediction with 721,799 reactions and 888 catalyst types from USPTO. Task: Predict which catalyst facilitates the given reaction. (1) Reactant: C[O:2][C:3]([C:5]1[C:6]([C:24]2[CH:29]=[CH:28][C:27]([C:30](O)=[O:31])=[CH:26][CH:25]=2)=[CH:7][CH:8]=[C:9]([C:11]2[S:12][CH:13]=[C:14]([C:16]3[CH:21]=[CH:20][C:19]([Cl:22])=[C:18]([Cl:23])[CH:17]=3)[N:15]=2)[CH:10]=1)=[O:4].[F:33][C:34]1[CH:41]=[CH:40][CH:39]=[CH:38][C:35]=1[CH2:36][NH2:37].O.[OH-].[Li+]. Product: [Cl:23][C:18]1[CH:17]=[C:16]([C:14]2[N:15]=[C:11]([C:9]3[CH:10]=[C:5]([C:3]([OH:2])=[O:4])[C:6]([C:24]4[CH:25]=[CH:26][C:27]([C:30](=[O:31])[NH:37][CH2:36][C:35]5[CH:38]=[CH:39][CH:40]=[CH:41][C:34]=5[F:33])=[CH:28][CH:29]=4)=[CH:7][CH:8]=3)[S:12][CH:13]=2)[CH:21]=[CH:20][C:19]=1[Cl:22]. The catalyst class is: 193. (2) Reactant: C(OC([N:8]1[CH2:17][CH2:16][C:15]2[C:10](=[CH:11][CH:12]=[CH:13][CH:14]=2)[CH:9]1[C:18]([OH:20])=[O:19])=O)(C)(C)C.FC(F)(F)C(O)=O. Product: [CH:9]1([C:18]([OH:20])=[O:19])[C:10]2[C:15](=[CH:14][CH:13]=[CH:12][CH:11]=2)[CH2:16][CH2:17][NH:8]1. The catalyst class is: 2. (3) Reactant: [CH3:1][C:2]([CH3:9])([CH3:8])[C:3](=O)[CH2:4][C:5]#[N:6].[ClH:10].[NH:11]([C:13]1[CH:14]=[C:15]([CH:20]=[CH:21][CH:22]=1)[O:16][CH2:17][CH2:18][OH:19])[NH2:12]. Product: [ClH:10].[NH2:6][C:5]1[N:11]([C:13]2[CH:14]=[C:15]([CH:20]=[CH:21][CH:22]=2)[O:16][CH2:17][CH2:18][OH:19])[N:12]=[C:3]([C:2]([CH3:9])([CH3:8])[CH3:1])[CH:4]=1. The catalyst class is: 5. (4) Reactant: [F:1][C:2]([F:28])([F:27])[C:3]1[CH:8]=[CH:7][C:6]([C:9]2[C:19]3[O:18][CH2:17][CH2:16][N:15](C(OC(C)(C)C)=O)[CH2:14][C:13]=3[CH:12]=[CH:11][CH:10]=2)=[CH:5][CH:4]=1.C(OCC)(=O)C.[ClH:35]. Product: [ClH:35].[F:28][C:2]([F:1])([F:27])[C:3]1[CH:4]=[CH:5][C:6]([C:9]2[C:19]3[O:18][CH2:17][CH2:16][NH:15][CH2:14][C:13]=3[CH:12]=[CH:11][CH:10]=2)=[CH:7][CH:8]=1. The catalyst class is: 13. (5) Reactant: [C:1]1([CH2:7][CH2:8][N+:9]([O-:11])=[O:10])[CH:6]=[CH:5][CH:4]=[CH:3][CH:2]=1.[F-].C([N+](CCCC)(CCCC)CCCC)CCC.[F:30][C@@H:31]1[CH2:35][N:34]([C:36]([O:38][C:39]([CH3:42])([CH3:41])[CH3:40])=[O:37])[C@@H:33]([CH:43]=[O:44])[CH2:32]1. Product: [NH2:9][C@@H:8]([CH2:7][C:1]1[CH:6]=[CH:5][CH:4]=[CH:3][CH:2]=1)[C@@H:43]([C@H:33]1[CH2:32][C@H:31]([F:30])[CH2:35][N:34]1[C:36]([O:38][C:39]([CH3:42])([CH3:41])[CH3:40])=[O:37])[OH:44].[F:30][C@@H:31]1[CH2:35][N:34]([C:36]([O:38][C:39]([CH3:40])([CH3:41])[CH3:42])=[O:37])[C@@H:33]([C@@H:43]([OH:44])[C@@H:8]([N+:9]([O-:11])=[O:10])[CH2:7][C:1]2[CH:6]=[CH:5][CH:4]=[CH:3][CH:2]=2)[CH2:32]1. The catalyst class is: 56. (6) Reactant: [CH2:1]([O:8][C@H:9]([CH3:28])[C@H:10]([NH2:27])[C:11]1[N:15]([C:16]2[CH:21]=[CH:20][CH:19]=[CH:18][CH:17]=2)[C:14]2[CH:22]=[C:23]([F:26])[CH:24]=[CH:25][C:13]=2[N:12]=1)[C:2]1[CH:7]=[CH:6][CH:5]=[CH:4][CH:3]=1.Cl[C:30]1[N:38]=[CH:37][N:36]=[C:35]2[C:31]=1[N:32]=[CH:33][N:34]2C1CCCCO1.CCN(C(C)C)C(C)C. Product: [CH2:1]([O:8][C@H:9]([CH3:28])[C@H:10]([NH:27][C:30]1[N:38]=[CH:37][N:36]=[C:35]2[C:31]=1[NH:32][CH:33]=[N:34]2)[C:11]1[N:15]([C:16]2[CH:21]=[CH:20][CH:19]=[CH:18][CH:17]=2)[C:14]2[CH:22]=[C:23]([F:26])[CH:24]=[CH:25][C:13]=2[N:12]=1)[C:2]1[CH:3]=[CH:4][CH:5]=[CH:6][CH:7]=1. The catalyst class is: 51. (7) Reactant: [Br:1][C:2]1[CH:3]=[C:4]2[C:22](=[CH:23][CH:24]=1)[C:7]1=[CH:8][C:9]3[CH2:10][C:11]4[CH:12]=[CH:13][C:14]([Br:21])=[CH:15][C:16]=4[C:17](=O)[C:18]=3[CH:19]=[C:6]1[C:5]2([CH3:26])[CH3:25].[BH4-].[Na+]. Product: [Br:1][C:2]1[CH:3]=[C:4]2[C:22](=[CH:23][CH:24]=1)[C:7]1=[CH:8][C:9]3[CH:10]=[C:11]4[C:16](=[CH:17][C:18]=3[CH:19]=[C:6]1[C:5]2([CH3:26])[CH3:25])[CH:15]=[C:14]([Br:21])[CH:13]=[CH:12]4. The catalyst class is: 41. (8) Reactant: Br[C:2]1[CH:7]=[CH:6][CH:5]=[C:4](Cl)[C:3]=1[Cl:9].C1COCC1.C([Mg]Cl)(C)C.[CH:20]1[CH2:24][CH:23]=[CH:22][CH:21]=1. Product: [Cl:9][C:3]1[CH:2]=[CH:7][CH:6]=[C:5]2[C:4]=1[CH:24]1[CH2:23][CH:22]2[CH:21]=[CH:20]1. The catalyst class is: 11.